Dataset: Peptide-MHC class I binding affinity with 185,985 pairs from IEDB/IMGT. Task: Regression. Given a peptide amino acid sequence and an MHC pseudo amino acid sequence, predict their binding affinity value. This is MHC class I binding data. The peptide sequence is LLIQGLKTV. The MHC is HLA-B46:01 with pseudo-sequence HLA-B46:01. The binding affinity (normalized) is 0.0847.